This data is from Catalyst prediction with 721,799 reactions and 888 catalyst types from USPTO. The task is: Predict which catalyst facilitates the given reaction. The catalyst class is: 20. Reactant: OO[S:3]([O-:5])=[O:4].[K+].[CH3:7][C:8]1([S:26]([C:29]2[CH:34]=[CH:33][CH:32]=[C:31]([C:35]([F:38])([F:37])[F:36])[CH:30]=2)(=[O:28])=[O:27])[CH2:13][CH2:12][O:11][CH:10]([C:14]2[C:19](SC)=[CH:18][C:17]([C:22]([F:25])([F:24])[F:23])=[CH:16][N:15]=2)[CH2:9]1.[CH3:39]C#N. Product: [CH3:39][S:3]([C:19]1[C:14]([CH:10]2[CH2:9][C:8]([CH3:7])([S:26]([C:29]3[CH:34]=[CH:33][CH:32]=[C:31]([C:35]([F:38])([F:36])[F:37])[CH:30]=3)(=[O:28])=[O:27])[CH2:13][CH2:12][O:11]2)=[N:15][CH:16]=[C:17]([C:22]([F:23])([F:24])[F:25])[CH:18]=1)(=[O:5])=[O:4].